Dataset: Full USPTO retrosynthesis dataset with 1.9M reactions from patents (1976-2016). Task: Predict the reactants needed to synthesize the given product. (1) Given the product [CH2:18]([O:20][C:21](=[O:22])[NH:17][C:15]1[CH:14]=[CH:13][N:12]=[C:11]([C:2]2[CH2:3][CH2:4][C:5]3[C:10](=[CH:9][CH:8]=[CH:7][CH:6]=3)[CH:1]=2)[CH:16]=1)[CH3:19], predict the reactants needed to synthesize it. The reactants are: [CH:1]1[C:10]2[C:5](=[CH:6][CH:7]=[CH:8][CH:9]=2)[CH2:4][CH2:3][C:2]=1[C:11]1[CH:16]=[C:15]([NH2:17])[CH:14]=[CH:13][N:12]=1.[CH2:18]([O:20][C:21](Cl)=[O:22])[CH3:19]. (2) Given the product [NH2:21][C:20]1[CH:22]=[CH:23][C:17]([N:12]2[CH:13]=[CH:14][C:9]([O:8][CH2:1][C:2]3[CH:3]=[CH:4][CH:5]=[CH:6][CH:7]=3)=[CH:10][C:11]2=[O:15])=[CH:18][C:19]=1[F:24], predict the reactants needed to synthesize it. The reactants are: [CH2:1]([O:8][C:9]1[CH:14]=[CH:13][NH:12][C:11](=[O:15])[CH:10]=1)[C:2]1[CH:7]=[CH:6][CH:5]=[CH:4][CH:3]=1.Br[C:17]1[CH:23]=[CH:22][C:20]([NH2:21])=[C:19]([F:24])[CH:18]=1.NC1C=CC(N2C=CC=CC2=O)=CC=1F. (3) Given the product [N:1]1[C:6]2[NH:7][CH:8]=[CH:9][C:5]=2[C:4]([N:10]2[C@H:14]3[CH2:15][N:16]([C:19](=[O:22])[CH:20]=[CH2:21])[CH2:17][CH2:18][C@H:13]3[CH2:12][CH2:11]2)=[N:3][CH:2]=1, predict the reactants needed to synthesize it. The reactants are: [N:1]1[C:6]2[NH:7][CH:8]=[CH:9][C:5]=2[C:4]([N:10]2[C@@H:14]3[CH2:15][N:16]([C:19](=[O:22])[CH:20]=[CH2:21])[CH2:17][CH2:18][C@@H:13]3[CH2:12][CH2:11]2)=[N:3][CH:2]=1.N1C2CN(C(OCC3C=CC=CC=3)=O)CCC2CC1. (4) The reactants are: [S:1]1[CH2:6][CH2:5][CH:4]([C:7]([C:9]2[S:13][C:12]([NH2:14])=[N:11][C:10]=2[C:15]2[O:16][CH:17]=[CH:18][CH:19]=2)=[O:8])[CH2:3][CH2:2]1.[C:20](O)(=[O:27])[C:21]1[CH:26]=[CH:25][N:24]=[CH:23][CH:22]=1.CCN=C=NCCCN(C)C.Cl.O.ON1C2C=CC=CC=2N=N1. Given the product [O:16]1[CH:17]=[CH:18][CH:19]=[C:15]1[C:10]1[N:11]=[C:12]([NH:14][C:20]([C:21]2[CH:26]=[CH:25][N:24]=[CH:23][CH:22]=2)=[O:27])[S:13][C:9]=1[C:7]([CH:4]1[CH2:5][CH2:6][S:1][CH2:2][CH2:3]1)=[O:8], predict the reactants needed to synthesize it.